Dataset: NCI-60 drug combinations with 297,098 pairs across 59 cell lines. Task: Regression. Given two drug SMILES strings and cell line genomic features, predict the synergy score measuring deviation from expected non-interaction effect. (1) Drug 1: CC1=C(C=C(C=C1)NC2=NC=CC(=N2)N(C)C3=CC4=NN(C(=C4C=C3)C)C)S(=O)(=O)N.Cl. Drug 2: CN(C(=O)NC(C=O)C(C(C(CO)O)O)O)N=O. Cell line: SNB-75. Synergy scores: CSS=0.827, Synergy_ZIP=-1.67, Synergy_Bliss=-2.81, Synergy_Loewe=-1.86, Synergy_HSA=-1.88. (2) Drug 1: CCC1=CC2CC(C3=C(CN(C2)C1)C4=CC=CC=C4N3)(C5=C(C=C6C(=C5)C78CCN9C7C(C=CC9)(C(C(C8N6C)(C(=O)OC)O)OC(=O)C)CC)OC)C(=O)OC.C(C(C(=O)O)O)(C(=O)O)O. Drug 2: CN(CCCl)CCCl.Cl. Cell line: OVCAR-4. Synergy scores: CSS=22.7, Synergy_ZIP=4.76, Synergy_Bliss=5.62, Synergy_Loewe=0.271, Synergy_HSA=4.84. (3) Drug 1: CC12CCC(CC1=CCC3C2CCC4(C3CC=C4C5=CN=CC=C5)C)O. Drug 2: CC12CCC3C(C1CCC2OP(=O)(O)O)CCC4=C3C=CC(=C4)OC(=O)N(CCCl)CCCl.[Na+]. Cell line: 786-0. Synergy scores: CSS=1.74, Synergy_ZIP=-3.47, Synergy_Bliss=-5.38, Synergy_Loewe=-11.7, Synergy_HSA=-5.90. (4) Drug 1: C1=CC(=C2C(=C1NCCNCCO)C(=O)C3=C(C=CC(=C3C2=O)O)O)NCCNCCO. Drug 2: C#CCC(CC1=CN=C2C(=N1)C(=NC(=N2)N)N)C3=CC=C(C=C3)C(=O)NC(CCC(=O)O)C(=O)O. Cell line: RXF 393. Synergy scores: CSS=24.2, Synergy_ZIP=2.45, Synergy_Bliss=4.00, Synergy_Loewe=3.71, Synergy_HSA=3.92. (5) Drug 1: CC1=CC2C(CCC3(C2CCC3(C(=O)C)OC(=O)C)C)C4(C1=CC(=O)CC4)C. Drug 2: CC=C1C(=O)NC(C(=O)OC2CC(=O)NC(C(=O)NC(CSSCCC=C2)C(=O)N1)C(C)C)C(C)C. Cell line: NCI-H460. Synergy scores: CSS=23.1, Synergy_ZIP=1.96, Synergy_Bliss=2.68, Synergy_Loewe=-47.2, Synergy_HSA=2.69. (6) Drug 1: C1=CN(C(=O)N=C1N)C2C(C(C(O2)CO)O)O.Cl. Drug 2: C(=O)(N)NO. Cell line: MCF7. Synergy scores: CSS=7.09, Synergy_ZIP=-1.87, Synergy_Bliss=-2.09, Synergy_Loewe=-10.9, Synergy_HSA=-2.02. (7) Drug 1: C(CCl)NC(=O)N(CCCl)N=O. Drug 2: C(CN)CNCCSP(=O)(O)O. Cell line: CAKI-1. Synergy scores: CSS=2.71, Synergy_ZIP=-3.75, Synergy_Bliss=-9.78, Synergy_Loewe=-8.44, Synergy_HSA=-7.92. (8) Drug 1: COC1=NC(=NC2=C1N=CN2C3C(C(C(O3)CO)O)O)N. Drug 2: COC1=C2C(=CC3=C1OC=C3)C=CC(=O)O2. Cell line: MALME-3M. Synergy scores: CSS=-3.02, Synergy_ZIP=4.15, Synergy_Bliss=6.13, Synergy_Loewe=3.99, Synergy_HSA=0.687. (9) Drug 1: CCCCCOC(=O)NC1=NC(=O)N(C=C1F)C2C(C(C(O2)C)O)O. Drug 2: CNC(=O)C1=NC=CC(=C1)OC2=CC=C(C=C2)NC(=O)NC3=CC(=C(C=C3)Cl)C(F)(F)F. Cell line: U251. Synergy scores: CSS=3.64, Synergy_ZIP=-0.0697, Synergy_Bliss=1.67, Synergy_Loewe=-1.97, Synergy_HSA=-0.826. (10) Drug 1: C1=CC(=CC=C1CCCC(=O)O)N(CCCl)CCCl. Drug 2: CC1C(C(CC(O1)OC2CC(CC3=C2C(=C4C(=C3O)C(=O)C5=CC=CC=C5C4=O)O)(C(=O)C)O)N)O. Cell line: NCI-H226. Synergy scores: CSS=47.3, Synergy_ZIP=1.02, Synergy_Bliss=3.15, Synergy_Loewe=-48.3, Synergy_HSA=3.04.